Dataset: Forward reaction prediction with 1.9M reactions from USPTO patents (1976-2016). Task: Predict the product of the given reaction. (1) The product is: [Br:1][C:2]1[CH:14]=[CH:13][C:12]([C:15]([NH2:17])=[O:16])=[C:11]2[C:3]=1[C:4]1[CH2:5][CH2:6][CH:7]([CH:18]=[O:19])[CH2:8][C:9]=1[NH:10]2. Given the reactants [Br:1][C:2]1[CH:14]=[CH:13][C:12]([C:15]([NH2:17])=[O:16])=[C:11]2[C:3]=1[C:4]1[CH2:5][CH2:6][CH:7]([C:18](N(OC)C)=[O:19])[CH2:8][C:9]=1[NH:10]2.[H-].[Al+3].[Li+].[H-].[H-].[H-].Cl, predict the reaction product. (2) Given the reactants [O:1]=[C:2]1[CH:15]=[C:14]2[C:5](=[C:6]([C:33]3[CH:42]=[CH:41][CH:40]=[CH:39][C:34]=3[C:35]([O:37]C)=[O:36])[C:7]3[C:12]([O:13]2)=[CH:11][C:10]([O:16][CH2:17][C:18]2[CH:23]=[CH:22][C:21]([B:24]4[O:28][C:27]([CH3:30])([CH3:29])[C:26]([CH3:32])([CH3:31])[O:25]4)=[CH:20][CH:19]=2)=[CH:9][CH:8]=3)[CH:4]=[CH:3]1, predict the reaction product. The product is: [O:1]=[C:2]1[CH:15]=[C:14]2[C:5](=[C:6]([C:33]3[CH:42]=[CH:41][CH:40]=[CH:39][C:34]=3[C:35]([OH:37])=[O:36])[C:7]3[C:12]([O:13]2)=[CH:11][C:10]([O:16][CH2:17][C:18]2[CH:19]=[CH:20][C:21]([B:24]4[O:28][C:27]([CH3:30])([CH3:29])[C:26]([CH3:32])([CH3:31])[O:25]4)=[CH:22][CH:23]=2)=[CH:9][CH:8]=3)[CH:4]=[CH:3]1. (3) Given the reactants Cl[CH2:2][C:3]([NH:5][C:6]1[CH:7]=[C:8]2[C:12](=[CH:13][CH:14]=1)[NH:11][N:10]=[CH:9]2)=[O:4].[CH2:15]([CH:22]1[CH2:27][CH2:26][NH:25][CH2:24][CH2:23]1)[C:16]1[CH:21]=[CH:20][CH:19]=[CH:18][CH:17]=1, predict the reaction product. The product is: [CH2:15]([CH:22]1[CH2:27][CH2:26][N:25]([CH2:2][C:3]([NH:5][C:6]2[CH:7]=[C:8]3[C:12](=[CH:13][CH:14]=2)[NH:11][N:10]=[CH:9]3)=[O:4])[CH2:24][CH2:23]1)[C:16]1[CH:21]=[CH:20][CH:19]=[CH:18][CH:17]=1. (4) Given the reactants [CH3:1][S:2]([CH2:5][C:6]1[CH:11]=[CH:10][C:9]([N+:12]([O-])=O)=[CH:8][CH:7]=1)(=[O:4])=[O:3].C([O-])=O.[NH4+], predict the reaction product. The product is: [CH3:1][S:2]([CH2:5][C:6]1[CH:11]=[CH:10][C:9]([NH2:12])=[CH:8][CH:7]=1)(=[O:3])=[O:4]. (5) Given the reactants [Cl:1][C:2]1[CH:7]=[C:6]([O:8][CH3:9])[C:5]([O:10][CH2:11][C:12]2[C:17]([O:18][CH3:19])=[CH:16][CH:15]=[C:14]([F:20])[C:13]=2[F:21])=[CH:4][C:3]=1[N:22]1[C:30](=[O:31])[NH:29][C:28]2[C:23]1=[N:24][C:25]([C:32]([O:34]CC)=[O:33])=[N:26][CH:27]=2.O1CCCC1.O.[OH-].[Li+].Cl, predict the reaction product. The product is: [C:32]([C:25]1[N:24]=[C:23]2[C:28]([NH:29][C:30](=[O:31])[N:22]2[C:3]2[CH:4]=[C:5]([O:10][CH2:11][C:12]3[C:17]([O:18][CH3:19])=[CH:16][CH:15]=[C:14]([F:20])[C:13]=3[F:21])[C:6]([O:8][CH3:9])=[CH:7][C:2]=2[Cl:1])=[CH:27][N:26]=1)([OH:34])=[O:33]. (6) Given the reactants [Br:1][C:2]1[N:7]=[CH:6][C:5]2[CH:8]=[C:9]([C:15]3[CH:16]=[N:17][N:18]([CH3:20])[CH:19]=3)[N:10](S(C)(=O)=O)[C:4]=2[CH:3]=1.[OH-].[Na+], predict the reaction product. The product is: [Br:1][C:2]1[N:7]=[CH:6][C:5]2[CH:8]=[C:9]([C:15]3[CH:16]=[N:17][N:18]([CH3:20])[CH:19]=3)[NH:10][C:4]=2[CH:3]=1.